Task: Predict the reactants needed to synthesize the given product.. Dataset: Full USPTO retrosynthesis dataset with 1.9M reactions from patents (1976-2016) (1) The reactants are: [CH2:1]([O:3][C:4]1[CH:5]=[C:6]([CH:11]=[CH:12][C:13]=1[N+:14]([O-])=O)[C:7]([O:9][CH3:10])=[O:8])[CH3:2]. Given the product [CH3:10][O:9][C:7](=[O:8])[C:6]1[CH:11]=[CH:12][C:13]([NH2:14])=[C:4]([O:3][CH2:1][CH3:2])[CH:5]=1, predict the reactants needed to synthesize it. (2) Given the product [CH2:1]([CH:6]1[CH2:12][CH:11]2[CH2:13][CH:8]([CH2:9][CH2:10]2)[C:7]1=[O:14])[CH2:2][CH2:3][CH2:4][CH3:5], predict the reactants needed to synthesize it. The reactants are: [CH2:1]([CH:6]1[CH2:12][CH:11]2[CH2:13][CH:8]([CH:9]=[CH:10]2)[C:7]1=[O:14])[CH2:2][CH2:3][CH2:4][CH3:5].[H][H]. (3) The reactants are: [CH:1]1(B(O)O)[CH2:3][CH2:2]1.Br[C:8]1[O:12][C:11]([C:13]2[N:14]=[C:15]([NH2:31])[C:16]3[CH:21]=[C:20]([CH2:22][N:23]4[CH:28]([CH3:29])[CH2:27][CH2:26][CH2:25][CH:24]4[CH3:30])[S:19][C:17]=3[N:18]=2)=[CH:10][CH:9]=1.P(C1CCCCC1)(C1CCCCC1)C1CCCCC1.[O-]P([O-])([O-])=O.[K+].[K+].[K+]. Given the product [CH:1]1([C:8]2[O:12][C:11]([C:13]3[N:14]=[C:15]([NH2:31])[C:16]4[CH:21]=[C:20]([CH2:22][N:23]5[CH:28]([CH3:29])[CH2:27][CH2:26][CH2:25][CH:24]5[CH3:30])[S:19][C:17]=4[N:18]=3)=[CH:10][CH:9]=2)[CH2:3][CH2:2]1, predict the reactants needed to synthesize it. (4) Given the product [CH:17]1([C:21]2[CH:26]=[CH:25][C:24]([CH2:27][O:28][CH3:29])=[CH:23][C:22]=2[CH2:30][NH:31][C:2]([NH:1][C:4]2[N:8]([C:9]3[CH:10]=[CH:11][CH:12]=[CH:13][CH:14]=3)[NH:7][C:6](=[O:15])[C:5]=2[CH3:16])=[O:3])[CH2:18][CH2:19][CH2:20]1, predict the reactants needed to synthesize it. The reactants are: [N:1]([C:4]1[N:8]([C:9]2[CH:14]=[CH:13][CH:12]=[CH:11][CH:10]=2)[NH:7][C:6](=[O:15])[C:5]=1[CH3:16])=[C:2]=[O:3].[CH:17]1([C:21]2[CH:26]=[CH:25][C:24]([CH2:27][O:28][CH3:29])=[CH:23][C:22]=2[CH2:30][NH2:31])[CH2:20][CH2:19][CH2:18]1. (5) Given the product [CH3:31][N:32]([CH3:36])[C:33]([N:23]1[CH2:24][CH2:25][C:20]2[N:19]([C@H:26]3[CH2:30][CH2:29][O:28][CH2:27]3)[N:18]=[C:17]([N:13]3[C:14]4[C:9](=[CH:8][C:7]([C:5]5[CH:4]=[N:3][N:2]([CH3:1])[CH:6]=5)=[CH:16][CH:15]=4)[CH2:10][CH2:11][CH2:12]3)[C:21]=2[CH2:22]1)=[O:34], predict the reactants needed to synthesize it. The reactants are: [CH3:1][N:2]1[CH:6]=[C:5]([C:7]2[CH:8]=[C:9]3[C:14](=[CH:15][CH:16]=2)[N:13]([C:17]2[C:21]4[CH2:22][NH:23][CH2:24][CH2:25][C:20]=4[N:19]([C@H:26]4[CH2:30][CH2:29][O:28][CH2:27]4)[N:18]=2)[CH2:12][CH2:11][CH2:10]3)[CH:4]=[N:3]1.[CH3:31][N:32]([CH3:36])[C:33](Cl)=[O:34].C(N(CC)CC)C. (6) Given the product [CH3:47][C:46]([CH3:49])([CH3:48])[CH2:45][CH2:44][C:15]1([NH:14][CH2:13][C:12]2[CH:11]=[CH:10][C:9]([OH:8])=[CH:51][CH:50]=2)[C:24]2[C:19](=[CH:20][CH:21]=[CH:22][CH:23]=2)[C:18]([OH:25])=[C:17]([C:26]2[NH:31][C:30]3[CH:32]=[CH:33][C:34]([NH:36][S:37]([CH3:40])(=[O:39])=[O:38])=[CH:35][C:29]=3[S:28](=[O:42])(=[O:41])[N:27]=2)[C:16]1=[O:43], predict the reactants needed to synthesize it. The reactants are: C([O:8][C:9]1[CH:51]=[CH:50][C:12]([CH2:13][NH:14][C:15]2([CH2:44][CH2:45][C:46]([CH3:49])([CH3:48])[CH3:47])[C:24]3[C:19](=[CH:20][CH:21]=[CH:22][CH:23]=3)[C:18]([OH:25])=[C:17]([C:26]3[NH:31][C:30]4[CH:32]=[CH:33][C:34]([NH:36][S:37]([CH3:40])(=[O:39])=[O:38])=[CH:35][C:29]=4[S:28](=[O:42])(=[O:41])[N:27]=3)[C:16]2=[O:43])=[CH:11][CH:10]=1)C1C=CC=CC=1. (7) Given the product [NH2:7][C@H:8]1[CH2:13][CH2:12][C@H:11]([CH2:14][C:15]#[N:16])[CH2:10][CH2:9]1, predict the reactants needed to synthesize it. The reactants are: C(OC(=O)[NH:7][C@H:8]1[CH2:13][CH2:12][C@H:11]([CH2:14][C:15]#[N:16])[CH2:10][CH2:9]1)(C)(C)C.FC(F)(F)C(O)=O.